Dataset: Catalyst prediction with 721,799 reactions and 888 catalyst types from USPTO. Task: Predict which catalyst facilitates the given reaction. (1) Reactant: [NH2:1][C:2]1[CH:10]=[C:9]2[C:5]([CH2:6][CH2:7][CH2:8]2)=[C:4]([NH:11][C:12]2[N:17]=[C:16]([NH:18][C:19]3[CH:28]=[CH:27][CH:26]=[CH:25][C:20]=3[C:21]([NH:23][CH3:24])=[O:22])[C:15]([Cl:29])=[CH:14][N:13]=2)[CH:3]=1.CCN(C(C)C)C(C)C.[C:39](Cl)(=[O:42])[CH:40]=[CH2:41]. Product: [C:39]([NH:1][C:2]1[CH:10]=[C:9]2[C:5]([CH2:6][CH2:7][CH2:8]2)=[C:4]([NH:11][C:12]2[N:17]=[C:16]([NH:18][C:19]3[CH:28]=[CH:27][CH:26]=[CH:25][C:20]=3[C:21]([NH:23][CH3:24])=[O:22])[C:15]([Cl:29])=[CH:14][N:13]=2)[CH:3]=1)(=[O:42])[CH:40]=[CH2:41]. The catalyst class is: 2. (2) Reactant: [C:1]([CH:3]([C:9]1[C:14]([N+:15]([O-])=O)=[CH:13][CH:12]=[C:11]([O:18][CH3:19])[N:10]=1)[CH2:4][C:5]([O:7][CH3:8])=[O:6])#N.C1CC=CCC=1. Product: [CH3:19][O:18][C:11]1[N:10]=[C:9]2[C:3]([CH2:4][C:5]([O:7][CH3:8])=[O:6])=[CH:1][NH:15][C:14]2=[CH:13][CH:12]=1. The catalyst class is: 43. (3) Reactant: C[O-].[Na+].[Br:4][C:5]1[N:10]=[C:9]([C:11]#[N:12])[CH:8]=[CH:7][C:6]=1[CH3:13].[Cl-:14].[NH4+:15]. Product: [ClH:14].[Br:4][C:5]1[N:10]=[C:9]([C:11]([NH2:15])=[NH:12])[CH:8]=[CH:7][C:6]=1[CH3:13]. The catalyst class is: 5. (4) Reactant: [CH2:1]([N:8]([CH2:34][C:35]1[CH:40]=[CH:39][CH:38]=[CH:37][CH:36]=1)[C:9]1[C:10]([F:33])=[C:11]([CH:16]([C:18]2[C:26]3[C:21](=[N:22][CH:23]=[C:24]([C:27]4[CH:28]=[N:29][CH:30]=[CH:31][CH:32]=4)[CH:25]=3)[NH:20][CH:19]=2)[OH:17])[C:12]([F:15])=[CH:13][CH:14]=1)[C:2]1[CH:7]=[CH:6][CH:5]=[CH:4][CH:3]=1.CC(OI1(OC(C)=O)(OC(C)=O)OC(=O)C2C1=CC=CC=2)=O.C(=O)(O)[O-].[Na+].S([O-])([O-])(=O)=S.[Na+].[Na+]. Product: [CH2:34]([N:8]([CH2:1][C:2]1[CH:7]=[CH:6][CH:5]=[CH:4][CH:3]=1)[C:9]1[C:10]([F:33])=[C:11]([C:16]([C:18]2[C:26]3[C:21](=[N:22][CH:23]=[C:24]([C:27]4[CH:28]=[N:29][CH:30]=[CH:31][CH:32]=4)[CH:25]=3)[NH:20][CH:19]=2)=[O:17])[C:12]([F:15])=[CH:13][CH:14]=1)[C:35]1[CH:36]=[CH:37][CH:38]=[CH:39][CH:40]=1. The catalyst class is: 2. (5) Reactant: [CH:1]([C:3]1[CH:21]=[CH:20][CH:19]=[CH:18][C:4]=1[O:5][C:6]1[CH:17]=[CH:16][CH:15]=[CH:14][C:7]=1[CH2:8][CH2:9][NH:10][C:11](=[O:13])[CH3:12])=O.[CH3:22][O:23][C:24](=[O:45])[CH:25]=P(C1C=CC=CC=1)(C1C=CC=CC=1)C1C=CC=CC=1. Product: [C:11]([NH:10][CH2:9][CH2:8][C:7]1[CH:14]=[CH:15][CH:16]=[CH:17][C:6]=1[O:5][C:4]1[CH:18]=[CH:19][CH:20]=[CH:21][C:3]=1/[CH:1]=[CH:25]/[C:24]([O:23][CH3:22])=[O:45])(=[O:13])[CH3:12]. The catalyst class is: 133.